This data is from Full USPTO retrosynthesis dataset with 1.9M reactions from patents (1976-2016). The task is: Predict the reactants needed to synthesize the given product. (1) Given the product [OH:22][CH2:23][CH2:24][C:25]1[CH:33]=[CH:32][CH:31]=[C:30]2[C:26]=1[C:27](=[CH:20][C:3]1[NH:4][C:5]3[CH2:10][CH2:9][N:8]([CH2:11][CH2:12][N:13]4[CH2:14][CH2:15][O:16][CH2:17][CH2:18]4)[C:7](=[O:19])[C:6]=3[C:2]=1[CH3:1])[C:28](=[O:34])[NH:29]2, predict the reactants needed to synthesize it. The reactants are: [CH3:1][C:2]1[C:6]2[C:7](=[O:19])[N:8]([CH2:11][CH2:12][N:13]3[CH2:18][CH2:17][O:16][CH2:15][CH2:14]3)[CH2:9][CH2:10][C:5]=2[NH:4][C:3]=1[CH:20]=O.[OH:22][CH2:23][CH2:24][C:25]1[CH:33]=[CH:32][CH:31]=[C:30]2[C:26]=1[CH2:27][C:28](=[O:34])[NH:29]2. (2) Given the product [C:13]([C:15]1[CH:20]=[CH:19][C:18]([N:21]=[C:22]2[NH:8][C@@H:3]([CH2:4][CH:5]([CH3:7])[CH3:6])[CH2:2][S:23]2)=[C:17]([CH2:24][CH3:25])[CH:16]=1)#[N:14], predict the reactants needed to synthesize it. The reactants are: O[CH2:2][C@@H:3]([NH2:8])[CH2:4][CH:5]([CH3:7])[CH3:6].O=S(Cl)Cl.[C:13]([C:15]1[CH:20]=[CH:19][C:18]([N:21]=[C:22]=[S:23])=[C:17]([CH2:24][CH3:25])[CH:16]=1)#[N:14]. (3) Given the product [OH:5][CH:3]([C:6]1[CH:7]=[CH:8][C:9]([NH:12][C:13](=[O:29])[C:14]2[CH:19]=[CH:18][CH:17]=[C:16]([S:20]([N:23]3[CH2:24][CH2:25][CH2:26][CH2:27][CH2:28]3)(=[O:21])=[O:22])[CH:15]=2)=[CH:10][CH:11]=1)[CH3:4], predict the reactants needed to synthesize it. The reactants are: [BH4-].[Na+].[C:3]([C:6]1[CH:11]=[CH:10][C:9]([NH:12][C:13](=[O:29])[C:14]2[CH:19]=[CH:18][CH:17]=[C:16]([S:20]([N:23]3[CH2:28][CH2:27][CH2:26][CH2:25][CH2:24]3)(=[O:22])=[O:21])[CH:15]=2)=[CH:8][CH:7]=1)(=[O:5])[CH3:4].[Cl-].[NH4+]. (4) Given the product [Br:10][C:11]1[CH:12]=[C:13]2[C:23](=[CH:24][CH:25]=1)[O:22][C:16]1[CH:17]=[N:18][C:19]([Cl:21])=[CH:20][C:15]=1[C:14]2([CH2:4][C:5]([O:7][CH2:8][CH3:9])=[O:6])[OH:26], predict the reactants needed to synthesize it. The reactants are: BrBr.Br[CH2:4][C:5]([O:7][CH2:8][CH3:9])=[O:6].[Br:10][C:11]1[CH:12]=[C:13]2[C:23](=[CH:24][CH:25]=1)[O:22][C:16]1[CH:17]=[N:18][C:19]([Cl:21])=[CH:20][C:15]=1[C:14]2=[O:26].C1COCC1. (5) Given the product [C:13]([CH:12]1[CH:11]([CH3:16])[O:10][C:9]([CH3:18])([CH3:17])[N:8]1[C:6]([O:5][C:1]([CH3:4])([CH3:3])[CH3:2])=[O:7])(=[O:14])[NH2:25], predict the reactants needed to synthesize it. The reactants are: [C:1]([O:5][C:6]([N:8]1[CH:12]([C:13](O)=[O:14])[CH:11]([CH3:16])[O:10][C:9]1([CH3:18])[CH3:17])=[O:7])([CH3:4])([CH3:3])[CH3:2].C1C=CC2N(O)N=[N:25]C=2C=1.CCN=C=NCCCN(C)C.Cl.Cl.[NH4+].[Cl-].CCN(C(C)C)C(C)C. (6) Given the product [NH2:1][C:2]1[N:7]=[C:6]([C:8]2[O:9][CH:10]=[CH:11][CH:12]=2)[C:5]([C:13]#[N:14])=[C:4]([O:18][CH3:17])[N:3]=1, predict the reactants needed to synthesize it. The reactants are: [NH2:1][C:2]1[N:7]=[C:6]([C:8]2[O:9][CH:10]=[CH:11][CH:12]=2)[C:5]([C:13]#[N:14])=[C:4](SC)[N:3]=1.[CH3:17][O-:18].[Na+].